From a dataset of Forward reaction prediction with 1.9M reactions from USPTO patents (1976-2016). Predict the product of the given reaction. (1) Given the reactants C(=O)([O-])[O-].[K+].[K+].Cl[C:8]1[N:13]=[C:12]([S:14][CH2:15][CH2:16][CH3:17])[C:11]([C:18]([NH:20][CH:21]2[CH2:26][CH2:25][CH2:24][CH2:23][CH2:22]2)=[O:19])=[CH:10][N:9]=1.Cl.[NH:28]1[CH2:33][CH2:32][CH2:31][C@@H:30]([CH2:34][C:35]([O:37][CH3:38])=[O:36])[CH2:29]1, predict the reaction product. The product is: [CH:21]1([NH:20][C:18]([C:11]2[C:12]([S:14][CH2:15][CH2:16][CH3:17])=[N:13][C:8]([N:28]3[CH2:33][CH2:32][CH2:31][C@@H:30]([CH2:34][C:35]([O:37][CH3:38])=[O:36])[CH2:29]3)=[N:9][CH:10]=2)=[O:19])[CH2:26][CH2:25][CH2:24][CH2:23][CH2:22]1. (2) Given the reactants [NH2:1][C:2]1[CH:31]=[CH:30][C:5]([CH2:6][C:7]2[NH:15][C:14]3[C:13](=[O:16])[N:12]([CH2:17][C:18]4[CH:23]=[CH:22][CH:21]=[CH:20][C:19]=4[F:24])[C:11](=[O:25])[N:10]([CH2:26][CH2:27][CH2:28][CH3:29])[C:9]=3[N:8]=2)=[CH:4][CH:3]=1.[Br:32][C:33]1[CH:38]=[CH:37][C:36]([S:39](Cl)(=[O:41])=[O:40])=[CH:35][CH:34]=1, predict the reaction product. The product is: [CH2:26]([N:10]1[C:9]2[N:8]=[C:7]([CH2:6][C:5]3[CH:4]=[CH:3][C:2]([NH:1][S:39]([C:36]4[CH:37]=[CH:38][C:33]([Br:32])=[CH:34][CH:35]=4)(=[O:41])=[O:40])=[CH:31][CH:30]=3)[NH:15][C:14]=2[C:13](=[O:16])[N:12]([CH2:17][C:18]2[CH:23]=[CH:22][CH:21]=[CH:20][C:19]=2[F:24])[C:11]1=[O:25])[CH2:27][CH2:28][CH3:29]. (3) Given the reactants [NH:1]1[CH2:6][CH2:5][O:4][CH2:3][CH:2]1[CH2:7][C:8]([O:10][CH2:11][CH3:12])=[O:9].C(N(CC)CC)C.[CH3:20][C:21]([O:24][C:25](O[C:25]([O:24][C:21]([CH3:23])([CH3:22])[CH3:20])=[O:26])=[O:26])([CH3:23])[CH3:22], predict the reaction product. The product is: [CH2:11]([O:10][C:8](=[O:9])[CH2:7][CH:2]1[CH2:3][O:4][CH2:5][CH2:6][N:1]1[C:25]([O:24][C:21]([CH3:23])([CH3:22])[CH3:20])=[O:26])[CH3:12]. (4) Given the reactants [N:1]([C:4]1[CH:5]=[CH:6][C:7]([CH3:28])=[C:8]([C:10]([C:12]2[CH:17]=[CH:16][C:15]([NH:18][C:19]3[CH:24]=[CH:23][C:22]([F:25])=[CH:21][C:20]=3[F:26])=[CH:14][C:13]=2[Cl:27])=[O:11])[CH:9]=1)=[N+:2]=[N-:3].[CH3:29][O:30][C:31](=[O:34])[C:32]#[CH:33], predict the reaction product. The product is: [CH3:29][O:30][C:31]([C:32]1[N:3]=[N:2][N:1]([C:4]2[CH:5]=[CH:6][C:7]([CH3:28])=[C:8]([C:10](=[O:11])[C:12]3[CH:17]=[CH:16][C:15]([NH:18][C:19]4[CH:24]=[CH:23][C:22]([F:25])=[CH:21][C:20]=4[F:26])=[CH:14][C:13]=3[Cl:27])[CH:9]=2)[CH:33]=1)=[O:34]. (5) Given the reactants [Cl:1][C:2]1[CH:3]=[C:4]([CH:9]=[CH:10][C:11]=1[OH:12])[C:5]([O:7][CH3:8])=[O:6].C(=O)([O-])[O-].[K+].[K+].I[CH:20]([CH3:22])[CH3:21], predict the reaction product. The product is: [Cl:1][C:2]1[CH:3]=[C:4]([CH:9]=[CH:10][C:11]=1[O:12][CH:20]([CH3:22])[CH3:21])[C:5]([O:7][CH3:8])=[O:6].